Dataset: Human Reference Interactome with 51,813 positive PPI pairs across 8,248 proteins, plus equal number of experimentally-validated negative pairs. Task: Binary Classification. Given two protein amino acid sequences, predict whether they physically interact or not. (1) Protein 1 (ENSG00000162368) has sequence MLSRCRSGLLHVLGLSFLLQTRRPILLCSPRLMKPLVVFVLGGPGAGKGTQCARIVEKYGYTHLSAGELLRDERKNPDSQYGELIEKYIKEGKIVPVEITISLLKREMDQTMAANAQKNKFLIDGFPRNQDNLQGWNKTMDGKADVSFVLFFDCNNEICIERCLERGKSSGRSDDNRESLEKRIQTYLQSTKPIIDLYEEMGKVKKIDASKSVDEVFDEVVQIFDKEG*MLSRCRSGLLHVLGLSFLLQTRRPILLCSPRLMKPLVVFVLGGPGAGKGTQCARIVEKYGYTHLSAGELLR.... Protein 2 (ENSG00000101182) has sequence MSYDRAITVFSPDGHLFQVEYAQEAVKKGSTAVGVRGRDIVVLGVEKKSVAKLQDERTVRKICALDDNVCMAFAGLTADARIVINRARVECQSHRLTVEDPVTVEYITRYIASLKQRYTQSNGRRPFGISALIVGFDFDGTPRLYQTDPSGTYHAWKANAIGRGAKSVREFLEKNYTDEAIETDDLTIKLVIKALLEVVQSGGKNIELAVMRRDQSLKILNPEEIEKYVAEIEKEKEENEKKKQKKAS*MAFAGLTADARIVINRARVECQSHRLTVEDPVTVEYITRYIASLKQRYTQS.... Result: 0 (the proteins do not interact). (2) Protein 1 (ENSG00000137168) has sequence MAAIPPDSWQPPNVYLETSMGIIVLELYWKHAPKTCKNFAELARRGYYNGTKFHRIIKDFMIQGGDPTGTGRGGASIYGKQFEDELHPDLKFTGAGILAMANAGPDTNGSQFFVTLAPTQWLDGKHTIFGRVCQGIGMVNRVGMVETNSQDRPVDDVKIIKAYPSG*. Protein 2 (ENSG00000161992) has sequence MSREAGSCRVGTGARARSRKPKKPHYIPRPWGKPYNYKCFQCPFTCLEKSHLYNHMKYSLCKDSLSLLLDSPDWACRRGSTTPRPHAPTPDRPGESDPGRQPQGARPTGAAPAPDLVVADIHSLHCGGGPKSRAKGSPGPPPPVARATRKGPGPSGLLPESWKPGMGGDPRGVGAGDMASAGPEGSVPCYPPPAPGEFPEAHSLHLSLLGVNYPLSPGLFSYLGPSLAAAAHVPFLASASPLLPPATAFPAVQPPQRPTPAPRLYYPLLLEHTLGLPAGKAALAKAPVSPRSPSGTPAPG.... Result: 1 (the proteins interact). (3) Protein 1 (ENSG00000114115) has sequence MDPPAGFVRAGNPAVAAPQSPLSPEGAHFRAAHHPRSTGSRCPGSLQPSRPLVANWLQSLPEMPVDFTGYWKMLVNENFEEYLRALDVNVALRKIANLLKPDKEIVQDGDHMIIRTLSTFRNYIMDFQVGKEFEEDLTGIDDRKCMTTVSWDGDKLQCVQKGEKEGRGWTQWIEGDELHLEMRVEGVVCKQVFKKVQ*MPVDFTGYWKMLVNENFEEYLRALDVNVALRKIANLLKPDKEIVQDGDHMIIRTLSTFRNYIMDFQVGKEFEEDLTGIDDRKCMSETGFSS*MDPPAGFVRA.... Protein 2 (ENSG00000205208) has sequence MADPEELQVSSPPPPPPSSPSSSDASAASSPGGPVSLGWPVPSRSSGPTVDQLEEVELQIGDAAFSLTKLLEATSAVSAQVEELAFKCTENARFLKTWRDLLKEGYDSLKPDD*MADPEELQVSSPPPPPPSSPSSSDASAASSPGGPVSLGWPVPSRSSGPTVDQLEEVELQIGDPFH*. Result: 0 (the proteins do not interact). (4) Protein 1 (ENSG00000181192) has sequence MASATAAAARRGLGRALPLFWRGYQTERGVYGYRPRKPESREPQGALERPPVDHGLARLVTVYCEHGHKAAKINPLFTGQALLENVPEIQALVQTLQGPFHTAGLLNMGKEEASLEEVLVYLNQIYCGQISIETSQLQSQDEKDWFAKRFEELQKETFTTEERKHLSKLMLESQEFDHFLATKFSTVKRYGGEGAESMMGFFHELLKMSAYSGITDVIIGMPHRGRLNLLTGLLQFPPELMFRKMRGLSEFPENFSATGDVLSHLTSSVDLYFGAHHPLHVTMLPNPSHLEAVNPVAVGK.... Protein 2 (ENSG00000181896) has sequence MDSVAFEDVAVNFTQEEWALLSPSQKNLYRDVTLETFRNLASVGIQWKDQDIENLYQNLGIKLRSLVERLCGRKEGNEHRETFSQIPDCHLNKKSQTGVKPCKCSVCGKVFLRHSFLDRHMRAHAGHKRSECGGEWRETPRKQKQHGKASISPSSGARRTVTPTRKRPYECKVCGKAFNSPNLFQIHQRTHTGKRSYKCREIVRAFTVSSFFRKHGKMHTGEKRYECKYCGKPIDYPSLFQIHVRTHTGEKPYKCKQCGKAFISAGYLRTHEIRSHALEKSHQCQECGKKLSCSSSLHRH.... Result: 0 (the proteins do not interact).